This data is from Reaction yield outcomes from USPTO patents with 853,638 reactions. The task is: Predict the reaction yield, written as a fraction of the theoretical maximum amount of product (1.0 means a 100% yield; for example, 0.34 means a 34% yield). The reactants are [H-].[Na+].[CH3:3][N:4]([CH3:8])[CH2:5][CH2:6][OH:7].C1(C)C=CC(S(Cl)(=O)=O)=CC=1.[CH3:20][N:21]([CH3:29])[CH:22]1[CH2:27][CH2:26][CH2:25][CH2:24][CH:23]1O.[I-].[K+]. The catalyst is O.O1CCCC1.C1(C)C=CC=CC=1. The product is [CH3:3][N:4]([CH3:8])[CH2:5][CH2:6][O:7][CH:23]1[CH2:24][CH2:25][CH2:26][CH2:27][CH:22]1[N:21]([CH3:29])[CH3:20]. The yield is 0.0700.